From a dataset of Full USPTO retrosynthesis dataset with 1.9M reactions from patents (1976-2016). Predict the reactants needed to synthesize the given product. (1) Given the product [ClH:1].[Cl:1][C:2]1[CH:7]=[CH:6][CH:5]=[CH:4][C:3]=1[N:8]1[C:12]([S:13]([C:16]2[CH:21]=[CH:20][CH:19]=[CH:18][N:17]=2)(=[O:14])=[O:15])=[CH:11][C:10]([CH2:22][NH:23][CH3:24])=[N:9]1, predict the reactants needed to synthesize it. The reactants are: [Cl:1][C:2]1[CH:7]=[CH:6][CH:5]=[CH:4][C:3]=1[N:8]1[C:12]([S:13]([C:16]2[CH:21]=[CH:20][CH:19]=[CH:18][N:17]=2)(=[O:15])=[O:14])=[CH:11][C:10]([CH2:22][N:23](C)[C:24](=O)OC(C)(C)C)=[N:9]1.C(OCC)(=O)C.Cl. (2) Given the product [CH3:10][O:9][C:7](=[O:8])[CH:6]([C:4](=[O:5])[CH3:3])[C:18](=[O:19])[CH2:17][C:11]1[CH:16]=[CH:15][CH:14]=[CH:13][CH:12]=1, predict the reactants needed to synthesize it. The reactants are: [OH-].[Na+].[CH3:3][C:4]([CH2:6][C:7]([O:9][CH3:10])=[O:8])=[O:5].[C:11]1([CH2:17][C:18](Cl)=[O:19])[CH:16]=[CH:15][CH:14]=[CH:13][CH:12]=1.